This data is from Full USPTO retrosynthesis dataset with 1.9M reactions from patents (1976-2016). The task is: Predict the reactants needed to synthesize the given product. Given the product [NH3:7].[C:1]([O:5][C:6](=[O:52])[NH:7][CH2:8][CH2:9][C:10]1[CH:11]=[CH:12][C:13]([O:16][CH2:17][CH2:18][CH2:19][CH2:20][CH2:21][C:22]2[CH:27]=[CH:26][C:25]([OH:28])=[C:24]([C@@H:36]([C:46]3[CH:47]=[CH:48][CH:49]=[CH:50][CH:51]=3)[CH2:37][CH2:38][N:39]([CH:43]([CH3:44])[CH3:45])[CH:40]([CH3:42])[CH3:41])[CH:23]=2)=[CH:14][CH:15]=1)([CH3:3])([CH3:2])[CH3:4], predict the reactants needed to synthesize it. The reactants are: [C:1]([O:5][C:6](=[O:52])[NH:7][CH2:8][CH2:9][C:10]1[CH:15]=[CH:14][C:13]([O:16][CH2:17][CH2:18][CH2:19]/[CH:20]=[CH:21]/[C:22]2[CH:27]=[CH:26][C:25]([O:28]CC3C=CC=CC=3)=[C:24]([C@@H:36]([C:46]3[CH:51]=[CH:50][CH:49]=[CH:48][CH:47]=3)[CH2:37][CH2:38][N:39]([CH:43]([CH3:45])[CH3:44])[CH:40]([CH3:42])[CH3:41])[CH:23]=2)=[CH:12][CH:11]=1)([CH3:4])([CH3:3])[CH3:2].C([O-])=O.[NH4+].